This data is from Forward reaction prediction with 1.9M reactions from USPTO patents (1976-2016). The task is: Predict the product of the given reaction. (1) Given the reactants [CH3:1][O:2][C:3]1[CH:8]=[CH:7][C:6]([C:9]2[C:10]([C:21]([O:23]C)=[O:22])=[C:11]([CH3:20])[O:12][C:13]=2[C:14]2[CH:19]=[CH:18][CH:17]=[CH:16][CH:15]=2)=[CH:5][CH:4]=1, predict the reaction product. The product is: [CH3:1][O:2][C:3]1[CH:4]=[CH:5][C:6]([C:9]2[C:10]([C:21]([OH:23])=[O:22])=[C:11]([CH3:20])[O:12][C:13]=2[C:14]2[CH:19]=[CH:18][CH:17]=[CH:16][CH:15]=2)=[CH:7][CH:8]=1. (2) Given the reactants C(P1(=O)OP(CCC)(=O)OP(CCC)(=O)O1)CC.C(OCC)(=O)C.[CH3:25][C:26]1[N:27]=[N:28][N:29]([CH2:31][C:32]2[CH:37]=[C:36]([O:38][C:39]([F:42])([F:41])[F:40])[CH:35]=[CH:34][C:33]=2/[CH:43]=[CH:44]/[C:45](O)=[O:46])[N:30]=1.[CH3:48][C:49]1[O:50][C:51]([CH:54]2[CH2:59][CH2:58][NH:57][CH2:56][CH2:55]2)=[N:52][N:53]=1.C(=O)(O)[O-].[Na+], predict the reaction product. The product is: [CH3:48][C:49]1[O:50][C:51]([CH:54]2[CH2:59][CH2:58][N:57]([C:45](=[O:46])/[CH:44]=[CH:43]/[C:33]3[CH:34]=[CH:35][C:36]([O:38][C:39]([F:41])([F:40])[F:42])=[CH:37][C:32]=3[CH2:31][N:29]3[N:28]=[N:27][C:26]([CH3:25])=[N:30]3)[CH2:56][CH2:55]2)=[N:52][N:53]=1.